From a dataset of Full USPTO retrosynthesis dataset with 1.9M reactions from patents (1976-2016). Predict the reactants needed to synthesize the given product. Given the product [CH:1]1([C:5]2[O:10][C:9](=[O:11])[C:8]3[C:15](=[O:17])[C:14]4[CH:19]=[CH:20][CH:21]=[CH:22][C:13]=4[NH:12][C:7]=3[CH:6]=2)[CH2:2][CH2:3][CH2:4]1, predict the reactants needed to synthesize it. The reactants are: [CH:1]1([C:5]2[O:10][C:9](=[O:11])[CH:8]=[C:7]([NH:12][C:13]3[CH:22]=[CH:21][CH:20]=[CH:19][C:14]=3[C:15]([O:17]C)=O)[CH:6]=2)[CH2:4][CH2:3][CH2:2]1.